From a dataset of Peptide-MHC class II binding affinity with 134,281 pairs from IEDB. Regression. Given a peptide amino acid sequence and an MHC pseudo amino acid sequence, predict their binding affinity value. This is MHC class II binding data. (1) The peptide sequence is HCLGKWLGHPDKF. The MHC is H-2-IAk with pseudo-sequence H-2-IAk. The binding affinity (normalized) is 0. (2) The peptide sequence is EKKYFAATQFEHLAA. The MHC is HLA-DPA10103-DPB10601 with pseudo-sequence HLA-DPA10103-DPB10601. The binding affinity (normalized) is 0.800. (3) The peptide sequence is YASVEAANASPLQVA. The MHC is DRB5_0101 with pseudo-sequence DRB5_0101. The binding affinity (normalized) is 0.439. (4) The peptide sequence is RLEFDEFVTLAAKFI. The MHC is DRB1_0901 with pseudo-sequence DRB1_0901. The binding affinity (normalized) is 0.575. (5) The peptide sequence is VENTEKALNVYYEIGKILSR. The MHC is DRB1_1101 with pseudo-sequence DRB1_1101. The binding affinity (normalized) is 1.00. (6) The peptide sequence is KVPPGPNITATYGDK. The MHC is DRB1_1501 with pseudo-sequence DRB1_1501. The binding affinity (normalized) is 0.0376. (7) The peptide sequence is IDLNVLLSAAINFFL. The MHC is DRB3_0202 with pseudo-sequence DRB3_0202. The binding affinity (normalized) is 0.199. (8) The peptide sequence is APANPGLIIGAL. The MHC is DRB1_1302 with pseudo-sequence DRB1_1302. The binding affinity (normalized) is 0.335. (9) The peptide sequence is MLEKTKEDLFGKKNL. The MHC is DRB1_0301 with pseudo-sequence DRB1_0301. The binding affinity (normalized) is 0.405. (10) The peptide sequence is EKKYFAATQFEPLSA. The MHC is DRB1_1602 with pseudo-sequence DRB1_1602. The binding affinity (normalized) is 0.561.